This data is from Catalyst prediction with 721,799 reactions and 888 catalyst types from USPTO. The task is: Predict which catalyst facilitates the given reaction. The catalyst class is: 4. Product: [S:20]1[CH:21]=[C:17]([CH2:16][C@H:3]([NH:2][C:33]([C@H:32]([CH2:36][CH2:37][CH2:38][CH3:39])[CH2:31][C:29]([O:28][CH2:26][CH3:27])=[O:30])=[O:34])[C:4](=[O:5])[NH:6][CH:7]2[CH2:15][C:14]3[C:9](=[CH:10][CH:11]=[CH:12][CH:13]=3)[CH2:8]2)[C:18]2[CH:25]=[CH:24][CH:23]=[CH:22][C:19]1=2. Reactant: Cl.[NH2:2][C@@H:3]([CH2:16][C:17]1[C:18]2[CH:25]=[CH:24][CH:23]=[CH:22][C:19]=2[S:20][CH:21]=1)[C:4]([NH:6][CH:7]1[CH2:15][C:14]2[C:9](=[CH:10][CH:11]=[CH:12][CH:13]=2)[CH2:8]1)=[O:5].[CH2:26]([O:28][C:29]([CH2:31][C@@H:32]([CH2:36][CH2:37][CH2:38][CH3:39])[C:33](O)=[O:34])=[O:30])[CH3:27].C(Cl)CCl.C1C=CC2N(O)N=NC=2C=1.CN1CCOCC1.